This data is from CYP1A2 inhibition data for predicting drug metabolism from PubChem BioAssay. The task is: Regression/Classification. Given a drug SMILES string, predict its absorption, distribution, metabolism, or excretion properties. Task type varies by dataset: regression for continuous measurements (e.g., permeability, clearance, half-life) or binary classification for categorical outcomes (e.g., BBB penetration, CYP inhibition). Dataset: cyp1a2_veith. (1) The drug is CCS(=O)(=O)N(C)[C@@H]1c2cc(C#N)ccc2OC(C)(C)[C@H]1O. The result is 0 (non-inhibitor). (2) The compound is CN(C)CCSS(=O)(=O)O. The result is 0 (non-inhibitor). (3) The compound is CN(C)c1ccnc(-c2ccccc2C(F)(F)F)n1. The result is 1 (inhibitor). (4) The result is 1 (inhibitor). The drug is COCc1nc2c([nH]1)c(=O)n(C)c(=O)n2CC(C)C. (5) The compound is COc1ccc2ccccc2c1/C=C\C(=O)c1ccccc1. The result is 1 (inhibitor). (6) The result is 0 (non-inhibitor). The compound is O=C(N/N=C/c1ccc(Sc2nc3ccccc3s2)c([N+](=O)[O-])c1)c1ccccn1.